This data is from Full USPTO retrosynthesis dataset with 1.9M reactions from patents (1976-2016). The task is: Predict the reactants needed to synthesize the given product. Given the product [Br:1][C:2]1[CH:23]=[CH:22][C:5]([O:6][CH2:7][CH2:8][CH2:9][CH2:10][NH2:11])=[CH:4][CH:3]=1, predict the reactants needed to synthesize it. The reactants are: [Br:1][C:2]1[CH:23]=[CH:22][C:5]([O:6][CH2:7][CH2:8][CH2:9][CH2:10][N:11]2C(=O)C3=CC=CC=C3C2=O)=[CH:4][CH:3]=1.O.NN.Cl.